This data is from Full USPTO retrosynthesis dataset with 1.9M reactions from patents (1976-2016). The task is: Predict the reactants needed to synthesize the given product. (1) The reactants are: N1C2C(=NC=CC=2)N([O:10][C:11]([C:13]2[C:17]([CH3:18])=[C:16](/[CH:19]=[C:20]3\[C:21](=[O:41])[NH:22][C:23]4[C:28]\3=[CH:27][C:26]([S:29]([CH2:32][C:33]3[C:38]([Cl:39])=[CH:37][CH:36]=[CH:35][C:34]=3[Cl:40])(=[O:31])=[O:30])=[CH:25][CH:24]=4)[NH:15][C:14]=2[CH3:42])=O)N=1.[N:43]1[CH:48]=[CH:47][C:46]([CH2:49][CH2:50][NH2:51])=[CH:45][CH:44]=1. Given the product [N:43]1[CH:48]=[CH:47][C:46]([CH2:49][CH2:50][NH:51][C:11]([C:13]2[C:17]([CH3:18])=[C:16](/[CH:19]=[C:20]3\[C:21](=[O:41])[NH:22][C:23]4[C:28]\3=[CH:27][C:26]([S:29]([CH2:32][C:33]3[C:38]([Cl:39])=[CH:37][CH:36]=[CH:35][C:34]=3[Cl:40])(=[O:31])=[O:30])=[CH:25][CH:24]=4)[NH:15][C:14]=2[CH3:42])=[O:10])=[CH:45][CH:44]=1, predict the reactants needed to synthesize it. (2) The reactants are: [O:1]1[C:5]2[CH:6]=[CH:7][CH:8]=[CH:9][C:4]=2[C:3]([NH:10][C:11]([N:13]2[CH2:18][CH2:17][N:16]([C:19]3[S:23][N:22]=[C:21]([N:24]4[CH2:29][CH2:28][CH:27]([C:30]([OH:32])=O)[CH2:26][CH2:25]4)[N:20]=3)[CH2:15][CH2:14]2)=[O:12])=[N:2]1.O[N:34]1C2C=CC=CC=2N=N1.Cl.CN(C)CCCN=C=NCC.O.N. Given the product [NH2:34][C:30]([CH:27]1[CH2:26][CH2:25][N:24]([C:21]2[N:20]=[C:19]([N:16]3[CH2:17][CH2:18][N:13]([C:11]([NH:10][C:3]4[C:4]5[CH:9]=[CH:8][CH:7]=[CH:6][C:5]=5[O:1][N:2]=4)=[O:12])[CH2:14][CH2:15]3)[S:23][N:22]=2)[CH2:29][CH2:28]1)=[O:32], predict the reactants needed to synthesize it.